Dataset: Peptide-MHC class I binding affinity with 185,985 pairs from IEDB/IMGT. Task: Regression. Given a peptide amino acid sequence and an MHC pseudo amino acid sequence, predict their binding affinity value. This is MHC class I binding data. (1) The peptide sequence is EGFDPRALI. The MHC is HLA-B07:02 with pseudo-sequence HLA-B07:02. The binding affinity (normalized) is 0.213. (2) The peptide sequence is LPRVVGGKTV. The MHC is HLA-B51:01 with pseudo-sequence HLA-B51:01. The binding affinity (normalized) is 0.678. (3) The peptide sequence is EASTWLDIF. The MHC is HLA-B57:01 with pseudo-sequence HLA-B57:01. The binding affinity (normalized) is 0.0847. (4) The peptide sequence is ATTVITPMMR. The MHC is HLA-A11:01 with pseudo-sequence HLA-A11:01. The binding affinity (normalized) is 0.543. (5) The peptide sequence is VVRLLTKPW. The binding affinity (normalized) is 0.692. The MHC is HLA-B57:01 with pseudo-sequence HLA-B57:01. (6) The peptide sequence is WISFAISCFL. The MHC is HLA-A68:02 with pseudo-sequence HLA-A68:02. The binding affinity (normalized) is 0.455. (7) The peptide sequence is FTIDFKLKY. The MHC is HLA-A23:01 with pseudo-sequence HLA-A23:01. The binding affinity (normalized) is 0.164.